Dataset: Catalyst prediction with 721,799 reactions and 888 catalyst types from USPTO. Task: Predict which catalyst facilitates the given reaction. (1) Reactant: Cl.[F:2][C:3]1[CH:16]=[CH:15][C:6]([C:7]([CH:9]2[CH2:14][CH2:13][NH:12][CH2:11][CH2:10]2)=[O:8])=[CH:5][CH:4]=1.Cl[C:18]1[N:23]=[CH:22][CH:21]=[CH:20][N:19]=1.C(N(CC)CC)C. Product: [N:19]1[CH:20]=[CH:21][CH:22]=[N:23][C:18]=1[N:12]1[CH2:13][CH2:14][CH:9]([C:7](=[O:8])[C:6]2[CH:5]=[CH:4][C:3]([F:2])=[CH:16][CH:15]=2)[CH2:10][CH2:11]1. The catalyst class is: 14. (2) Reactant: [F:1][C:2]1[CH:3]=[C:4]([NH2:18])[CH:5]=[CH:6][C:7]=1[C:8]1[CH:17]=[CH:16][CH:15]=[C:14]2[C:9]=1[CH:10]=[CH:11][N:12]=[CH:13]2.[OH:19][C@@H:20]([CH3:38])[CH2:21][N:22]1[C:26]([CH3:27])=[C:25]([C:28](O)=[O:29])[C:24](=[O:31])[N:23]1[C:32]1[CH:37]=[CH:36][CH:35]=[CH:34][CH:33]=1.CN(C=O)C. Product: [F:1][C:2]1[CH:3]=[C:4]([NH:18][C:28]([C:25]2[C:24](=[O:31])[N:23]([C:32]3[CH:37]=[CH:36][CH:35]=[CH:34][CH:33]=3)[N:22]([CH2:21][C@@H:20]([OH:19])[CH3:38])[C:26]=2[CH3:27])=[O:29])[CH:5]=[CH:6][C:7]=1[C:8]1[CH:17]=[CH:16][CH:15]=[C:14]2[C:9]=1[CH:10]=[CH:11][N:12]=[CH:13]2. The catalyst class is: 2. (3) Reactant: C(OC(=O)[NH:7][CH2:8][CH2:9][CH2:10][NH:11][C@@H:12]([C:16]1[N:20]([CH2:21][C:22]2[CH:27]=[CH:26][CH:25]=[CH:24][CH:23]=2)[C:19]2[CH:28]=[CH:29][CH:30]=[CH:31][C:18]=2[N:17]=1)[CH:13]([CH3:15])[CH3:14])(C)(C)C.[CH3:33][C:34]1[CH:42]=[CH:41][C:37]([C:38](Cl)=[O:39])=[CH:36][CH:35]=1.C(O)(C(F)(F)F)=O. Product: [NH2:7][CH2:8][CH2:9][CH2:10][N:11]([C@@H:12]([C:16]1[N:20]([CH2:21][C:22]2[CH:27]=[CH:26][CH:25]=[CH:24][CH:23]=2)[C:19]2[CH:28]=[CH:29][CH:30]=[CH:31][C:18]=2[N:17]=1)[CH:13]([CH3:15])[CH3:14])[C:38](=[O:39])[C:37]1[CH:41]=[CH:42][C:34]([CH3:33])=[CH:35][CH:36]=1. The catalyst class is: 2. (4) Reactant: [C:1]1([C@H:7]([OH:11])[CH2:8][C:9]#[N:10])[CH:6]=[CH:5][CH:4]=[CH:3][CH:2]=1. The catalyst class is: 1. Product: [C:1]1([C@H:7]([OH:11])[CH2:8][CH2:9][NH2:10])[CH:6]=[CH:5][CH:4]=[CH:3][CH:2]=1. (5) Reactant: [NH2:1][C:2]1[CH:3]=[C:4]([OH:9])[CH:5]=[CH:6][C:7]=1[CH3:8].CC(C)([O-])C.[K+].I[C:17]1[CH:18]=[CH:19][C:20]2[N:21]([CH:23]=[C:24]([NH:26][C:27](=[O:29])[CH3:28])[N:25]=2)[N:22]=1.C(=O)([O-])[O-].[K+].[K+]. Product: [NH2:1][C:2]1[CH:3]=[C:4]([CH:5]=[CH:6][C:7]=1[CH3:8])[O:9][C:17]1[CH:18]=[CH:19][C:20]2[N:21]([CH:23]=[C:24]([NH:26][C:27](=[O:29])[CH3:28])[N:25]=2)[N:22]=1. The catalyst class is: 391. (6) Reactant: [CH3:1][S:2](Cl)(=[O:4])=[O:3].[C:6]([O:10][C:11](=[O:16])[NH:12][CH2:13][CH2:14][OH:15])([CH3:9])([CH3:8])[CH3:7].C(N(CC)CC)C. Product: [C:6]([O:10][C:11]([NH:12][CH2:13][CH2:14][O:15][S:2]([CH3:1])(=[O:4])=[O:3])=[O:16])([CH3:9])([CH3:7])[CH3:8]. The catalyst class is: 96. (7) Reactant: [CH3:1][O:2][C:3]1[CH:4]=[C:5]([S:13](Cl)(=[O:15])=[O:14])[CH:6]=[C:7]([O:11][CH3:12])[C:8]=1[O:9][CH3:10].[OH:17][C:18]1[CH:19]=[C:20]([CH:22]=[CH:23][C:24]=1[O:25][CH3:26])[NH2:21]. Product: [OH:17][C:18]1[CH:19]=[C:20]([NH:21][S:13]([C:5]2[CH:4]=[C:3]([O:2][CH3:1])[C:8]([O:9][CH3:10])=[C:7]([O:11][CH3:12])[CH:6]=2)(=[O:15])=[O:14])[CH:22]=[CH:23][C:24]=1[O:25][CH3:26]. The catalyst class is: 5. (8) Product: [Cl:20][C:17]1[CH:18]=[CH:19][C:14]([C:8]2([CH2:5][C:4]([OH:21])=[O:3])[CH2:9][CH2:10][O:11][CH2:12][CH2:13]2)=[CH:15][CH:16]=1. The catalyst class is: 746. Reactant: C([O:3][C:4](=[O:21])[CH:5]([C:8]1([C:14]2[CH:19]=[CH:18][C:17]([Cl:20])=[CH:16][CH:15]=2)[CH2:13][CH2:12][O:11][CH2:10][CH2:9]1)C#N)C.[OH-].[K+]. (9) Reactant: CS(C)=O.C(Cl)(=O)C(Cl)=O.[Br:11][C:12]1[CH:25]=[CH:24][C:23]2[O:22][CH:21]3[CH:16]([CH2:17][N:18]([CH3:26])[CH2:19][CH2:20]3)[CH:15]([OH:27])[C:14]=2[CH:13]=1.C1COCC1. Product: [Br:11][C:12]1[CH:25]=[CH:24][C:23]2[O:22][CH:21]3[CH:16]([CH2:17][N:18]([CH3:26])[CH2:19][CH2:20]3)[C:15](=[O:27])[C:14]=2[CH:13]=1. The catalyst class is: 46. (10) Reactant: [CH3:1][C:2](C)([O-:4])[CH3:3].[K+].CC(O)C.[Br:11][C:12]1[CH:17]=[C:16](F)[C:15]([N+:19]([O-:21])=[O:20])=[CH:14][C:13]=1[Cl:22].O. Product: [Br:11][C:12]1[CH:17]=[C:16]([O:4][CH:2]([CH3:3])[CH3:1])[C:15]([N+:19]([O-:21])=[O:20])=[CH:14][C:13]=1[Cl:22]. The catalyst class is: 3.